This data is from Clinical trial toxicity outcomes and FDA approval status for drugs. The task is: Regression/Classification. Given a drug SMILES string, predict its toxicity properties. Task type varies by dataset: regression for continuous values (e.g., LD50, hERG inhibition percentage) or binary classification for toxic/non-toxic outcomes (e.g., AMES mutagenicity, cardiotoxicity, hepatotoxicity). Dataset: clintox. (1) The compound is CCCSc1nc(N[C@@H]2C[C@H]2c2ccc(F)c(F)c2)c2nnn([C@@H]3C[C@H](OCCO)[C@@H](O)[C@H]3O)c2n1. The result is 0 (passed clinical trial). (2) The molecule is O[C@H]1CO[C@@H]2[C@H](O)CO[C@H]12. The result is 0 (passed clinical trial). (3) The compound is CNS(=O)(=O)CCc1ccc2[nH]cc(C3CC[NH+](C)CC3)c2c1. The result is 0 (passed clinical trial). (4) The drug is C[C@H]1C[C@H]2[C@@H]3CCC4=CC(=O)C=C[C@]4(C)[C@@]3(F)[C@@H](O)C[C@]2(C)[C@@]1(OC(=O)c1ccccc1)C(=O)CO. The result is 0 (passed clinical trial). (5) The drug is O1[As]2O[As]1O2. The result is 0 (passed clinical trial). (6) The compound is CC(=O)NC[C@H]1CN(c2ccc(N3CCOCC3)c(F)c2)C(=O)O1. The result is 0 (passed clinical trial). (7) The compound is C[C@]12CCC3=C4CCC(=O)C=C4CC[C@H]3[C@@H]1CC[C@@]2(O)CC#N. The result is 0 (passed clinical trial). (8) The molecule is [O-]n1ccccc1=S. The result is 0 (passed clinical trial).